This data is from Reaction yield outcomes from USPTO patents with 853,638 reactions. The task is: Predict the reaction yield, written as a fraction of the theoretical maximum amount of product (1.0 means a 100% yield; for example, 0.34 means a 34% yield). The reactants are FC1C=CC(O[C:9](=[O:24])[NH:10][C:11]2[S:12][C:13]3[CH:19]=[C:18]([S:20]([CH3:23])(=[O:22])=[O:21])[CH:17]=[CH:16][C:14]=3[N:15]=2)=CC=1.[Cl:25][C:26]1[CH:34]=[CH:33][C:32]([Cl:35])=[CH:31][C:27]=1[C:28]([NH2:30])=[O:29].CC(C)([O-])C.[K+].Cl. The catalyst is C1COCC1.O. The product is [Cl:25][C:26]1[CH:34]=[CH:33][C:32]([Cl:35])=[CH:31][C:27]=1[C:28]([NH:30][C:9](=[O:24])[NH:10][C:11]1[S:12][C:13]2[CH:19]=[C:18]([S:20]([CH3:23])(=[O:21])=[O:22])[CH:17]=[CH:16][C:14]=2[N:15]=1)=[O:29]. The yield is 0.510.